From a dataset of hERG Central: cardiac toxicity at 1µM, 10µM, and general inhibition. Predict hERG channel inhibition at various concentrations. (1) The drug is CC1(C(=O)CSc2nc3ccccc3[nH]2)CCC(=O)O1. Results: hERG_inhib (hERG inhibition (general)): blocker. (2) The drug is O=C(N/C(=C/C=C\c1ccccc1)C(=O)N1CCOCC1)c1ccc(Br)cc1. Results: hERG_inhib (hERG inhibition (general)): blocker. (3) The drug is O=C(c1cccs1)N1CCN(C2CCN(Cc3ccccc3)CC2)CC1. Results: hERG_inhib (hERG inhibition (general)): blocker. (4) The molecule is COc1ccc(Cl)cc1Nc1cc(C)nc2ccccc12. Results: hERG_inhib (hERG inhibition (general)): blocker. (5) The drug is CCOc1ccccc1-n1nnnc1SCC(=O)NCC1(N2CCOCC2)CCCCC1. Results: hERG_inhib (hERG inhibition (general)): blocker.